From a dataset of Full USPTO retrosynthesis dataset with 1.9M reactions from patents (1976-2016). Predict the reactants needed to synthesize the given product. Given the product [Br:1][C:2]1[CH:3]=[C:4]([N:19]2[CH:12]3[CH2:18][CH2:17][CH:16]2[CH2:15][O:14][CH2:13]3)[C:5]([O:8][CH2:9][CH3:10])=[N:6][CH:7]=1, predict the reactants needed to synthesize it. The reactants are: [Br:1][C:2]1[CH:3]=[C:4](I)[C:5]([O:8][CH2:9][CH3:10])=[N:6][CH:7]=1.[CH:12]12[NH:19][CH:16]([CH2:17][CH2:18]1)[CH2:15][O:14][CH2:13]2.